This data is from Forward reaction prediction with 1.9M reactions from USPTO patents (1976-2016). The task is: Predict the product of the given reaction. (1) Given the reactants [CH2:1]([N:8]1[C:12](=[O:13])[C:11]2([CH2:18][CH2:17][N:16](C(OC(C)(C)C)=O)[CH2:15][CH2:14]2)[N:10]([C:26]2[CH:31]=[CH:30][CH:29]=[CH:28][CH:27]=2)[CH2:9]1)[C:2]1[CH:7]=[CH:6][CH:5]=[CH:4][CH:3]=1.[F:32][C:33]([F:38])([F:37])[C:34]([OH:36])=[O:35], predict the reaction product. The product is: [F:32][C:33]([F:38])([F:37])[C:34]([OH:36])=[O:35].[CH2:1]([N:8]1[C:12](=[O:13])[C:11]2([CH2:18][CH2:17][NH:16][CH2:15][CH2:14]2)[N:10]([C:26]2[CH:31]=[CH:30][CH:29]=[CH:28][CH:27]=2)[CH2:9]1)[C:2]1[CH:3]=[CH:4][CH:5]=[CH:6][CH:7]=1. (2) Given the reactants Cl[C:2]1[CH:3]=[C:4]2[N:11]([CH3:12])[CH2:10][CH2:9][N:5]2[C:6](=[O:8])[N:7]=1.[H-].[Na+].[Cl:15][C:16]1[CH:21]=[C:20]([O:22][C:23]2[CH:30]=[CH:29][C:28]([CH2:31][OH:32])=[CH:27][C:24]=2[C:25]#[N:26])[CH:19]=[CH:18][N:17]=1, predict the reaction product. The product is: [Cl:15][C:16]1[CH:21]=[C:20]([O:22][C:23]2[CH:30]=[CH:29][C:28]([CH2:31][O:32][C:2]3[CH:3]=[C:4]4[N:11]([CH3:12])[CH2:10][CH2:9][N:5]4[C:6](=[O:8])[N:7]=3)=[CH:27][C:24]=2[C:25]#[N:26])[CH:19]=[CH:18][N:17]=1. (3) Given the reactants [F:1][C:2]1[C:7]([F:8])=[CH:6][CH:5]=[CH:4][C:3]=1[C@H:9]1[CH2:14][N:13]2[C:15]([C:18]([O:21][CH3:22])([CH3:20])[CH3:19])=[CH:16][N:17]=[C:12]2[C@@H:11]([NH2:23])[CH2:10]1.[O:24]=[C:25]1[NH:33][C:28]2=[N:29][CH:30]=[CH:31][CH:32]=[C:27]2[C@@:26]21[CH2:44][C:36]1=[N:37][CH:38]=[C:39]([C:41](O)=[O:42])[CH:40]=[C:35]1[CH2:34]2.ON1C2N=CC=CC=2N=N1.CN1CCOCC1.Cl.CN(C)CCCN=C=NCC, predict the reaction product. The product is: [F:1][C:2]1[C:7]([F:8])=[CH:6][CH:5]=[CH:4][C:3]=1[C@H:9]1[CH2:14][N:13]2[C:15]([C:18]([O:21][CH3:22])([CH3:19])[CH3:20])=[CH:16][N:17]=[C:12]2[C@@H:11]([NH:23][C:41]([C:39]2[CH:40]=[C:35]3[CH2:34][C@@:26]4([C:27]5[C:28](=[N:29][CH:30]=[CH:31][CH:32]=5)[NH:33][C:25]4=[O:24])[CH2:44][C:36]3=[N:37][CH:38]=2)=[O:42])[CH2:10]1. (4) Given the reactants [N:1]([CH:4]1[CH2:10][CH2:9][N:8]([C:11]2[N:15]([CH3:16])[N:14]=[CH:13][C:12]=2[N+:17]([O-:19])=[O:18])[CH2:7][CH2:6][CH:5]1[OH:20])=[N+]=[N-].C1(P(C2C=CC=CC=2)C2C=CC=CC=2)C=CC=CC=1.CCN(C(C)C)C(C)C.[F:49][C:50]([F:61])([F:60])[C:51](O[C:51](=[O:52])[C:50]([F:61])([F:60])[F:49])=[O:52], predict the reaction product. The product is: [F:49][C:50]([F:61])([F:60])[C:51]([NH:1][CH:4]1[CH:5]([OH:20])[CH2:6][CH2:7][N:8]([C:11]2[N:15]([CH3:16])[N:14]=[CH:13][C:12]=2[N+:17]([O-:19])=[O:18])[CH2:9][CH2:10]1)=[O:52]. (5) The product is: [CH2:2]([O:4][C:5]([C:7]1[CH:11]=[C:10]([C:12]2[CH:17]=[CH:16][N:15]=[C:14]([NH2:18])[N:13]=2)[NH:9][CH:8]=1)=[O:6])[CH3:3]. Given the reactants Cl.[CH2:2]([O:4][C:5]([C:7]1[CH:11]=[C:10]([C:12]2[CH:17]=[CH:16][N:15]=[C:14]([NH2:18])[N:13]=2)[NH:9][C:8]=1Cl)=[O:6])[CH3:3].C([O-])=O.[NH4+], predict the reaction product. (6) Given the reactants [CH3:1][C:2]1[NH:3][C:4]2[C:9]([C:10]=1C(OC)=O)=[CH:8][CH:7]=[CH:6][CH:5]=2.[C:15](=[O:18])([O-])[O-:16].[Cs+].[Cs+].Br[CH:22]([CH2:24][CH3:25])[CH3:23].[CH3:26]N(C)C=O, predict the reaction product. The product is: [CH:22]([N:3]1[C:4]2[C:9](=[CH:8][CH:7]=[CH:6][CH:5]=2)[CH2:10][C:2]1([CH3:1])[C:15]([O:16][CH3:26])=[O:18])([CH2:24][CH3:25])[CH3:23]. (7) Given the reactants [NH2:1][C:2]1[CH:14]=[CH:13][C:12]([C:15]2[CH:16]=[N:17][N:18]([CH2:20][CH2:21][CH2:22][OH:23])[CH:19]=2)=C[C:3]=1[C:4]([N:6]([CH2:9]C)CC)=[O:5].[NH2:24]C1C(C(NC)=O)=NC(Br)=CC=1, predict the reaction product. The product is: [NH2:1][C:2]1[C:3]([C:4]([NH:6][CH3:9])=[O:5])=[N:24][C:12]([C:15]2[CH:16]=[N:17][N:18]([CH2:20][CH2:21][CH2:22][OH:23])[CH:19]=2)=[CH:13][CH:14]=1.